From a dataset of Forward reaction prediction with 1.9M reactions from USPTO patents (1976-2016). Predict the product of the given reaction. (1) Given the reactants [CH:1]1([CH2:7][N:8]2[C:12]3[CH:13]=[CH:14][C:15]([NH:17][S:18]([C:21]4[CH:26]=[CH:25][CH:24]=[CH:23][CH:22]=4)(=[O:20])=[O:19])=[CH:16][C:11]=3[N:10]=[C:9]2[CH:27]([CH3:29])[CH3:28])[CH2:6][CH2:5][CH2:4][CH2:3][CH2:2]1.[H-].[Na+].I[CH3:33], predict the reaction product. The product is: [CH:1]1([CH2:7][N:8]2[C:12]3[CH:13]=[CH:14][C:15]([N:17]([CH3:33])[S:18]([C:21]4[CH:26]=[CH:25][CH:24]=[CH:23][CH:22]=4)(=[O:20])=[O:19])=[CH:16][C:11]=3[N:10]=[C:9]2[CH:27]([CH3:29])[CH3:28])[CH2:2][CH2:3][CH2:4][CH2:5][CH2:6]1. (2) Given the reactants [CH2:1]([O:3][C:4](=[O:16])[CH2:5][C:6](=O)[CH2:7][CH2:8][C:9]1[CH:14]=[CH:13][CH:12]=[CH:11][CH:10]=1)[CH3:2].C([O-])(=O)C.[NH4+:21].[OH:22][C:23]1[CH:24]=[C:25]([CH:28]=[CH:29][CH:30]=1)[CH:26]=O.[CH:31]1([O:36][C:37](=[O:43])[CH2:38][C:39](=O)[CH2:40][CH3:41])[CH2:35][CH2:34][CH2:33][CH2:32]1, predict the reaction product. The product is: [CH2:1]([O:3][C:4]([C:5]1[CH:26]([C:25]2[CH:28]=[CH:29][CH:30]=[C:23]([OH:22])[CH:24]=2)[C:38]([C:37]([O:36][CH:31]2[CH2:35][CH2:34][CH2:33][CH2:32]2)=[O:43])=[C:39]([CH2:40][CH3:41])[NH:21][C:6]=1[CH2:7][CH2:8][C:9]1[CH:14]=[CH:13][CH:12]=[CH:11][CH:10]=1)=[O:16])[CH3:2]. (3) Given the reactants P([O-])([O-])([O-])=O.[K+].[K+].[K+].[NH2:9][CH:10]([C:17]1[CH:22]=[CH:21][CH:20]=[CH:19][CH:18]=1)[CH2:11][C:12]([O:14]CC)=[O:13], predict the reaction product. The product is: [NH2:9][C@H:10]([C:17]1[CH:22]=[CH:21][CH:20]=[CH:19][CH:18]=1)[CH2:11][C:12]([OH:14])=[O:13]. (4) Given the reactants C([O:3][C:4](=[O:24])[C:5]1[CH:10]=[CH:9][C:8]([NH:11][C:12]2[N:17]=[C:16]([NH:18][C:19]3[S:20][CH:21]=[CH:22][N:23]=3)[CH:15]=[CH:14][N:13]=2)=[CH:7][CH:6]=1)C.C(OC(=O)C1C=CC(NC2N=C(C3C=NC=CC=3)C=CN=2)=CC=1)C, predict the reaction product. The product is: [S:20]1[CH:21]=[CH:22][N:23]=[C:19]1[NH:18][C:16]1[CH:15]=[CH:14][N:13]=[C:12]([NH:11][C:8]2[CH:7]=[CH:6][C:5]([C:4]([OH:24])=[O:3])=[CH:10][CH:9]=2)[N:17]=1.